This data is from Catalyst prediction with 721,799 reactions and 888 catalyst types from USPTO. The task is: Predict which catalyst facilitates the given reaction. (1) Reactant: O=C1C2C(=CC=CC=2)C(=O)[N:3]1[CH2:12][CH2:13][CH2:14][CH2:15][CH2:16][O:17][C:18]1[CH:23]=[CH:22][C:21]([C:24]2[CH:29]=[CH:28][C:27]([C:30]([O:32][CH2:33][CH3:34])=[O:31])=[CH:26][CH:25]=2)=[CH:20][C:19]=1[C:35]1[CH:44]=[CH:43][C:42]2[C:41]([CH3:46])([CH3:45])[CH2:40][CH2:39][C:38]([CH3:48])([CH3:47])[C:37]=2[CH:36]=1.O.NN. Product: [NH2:3][CH2:12][CH2:13][CH2:14][CH2:15][CH2:16][O:17][C:18]1[CH:23]=[CH:22][C:21]([C:24]2[CH:29]=[CH:28][C:27]([C:30]([O:32][CH2:33][CH3:34])=[O:31])=[CH:26][CH:25]=2)=[CH:20][C:19]=1[C:35]1[CH:44]=[CH:43][C:42]2[C:41]([CH3:46])([CH3:45])[CH2:40][CH2:39][C:38]([CH3:47])([CH3:48])[C:37]=2[CH:36]=1. The catalyst class is: 8. (2) Reactant: [Mg].II.Br[CH2:5][CH:6]1[CH2:9][CH2:8][CH2:7]1.BrCC1CCC1.C(OCC)C.[C:21]([O:25][CH2:26][CH3:27])(=[O:24])[CH:22]=[O:23]. Product: [CH:6]1([CH2:5][CH:22]([OH:23])[C:21]([O:25][CH2:26][CH3:27])=[O:24])[CH2:9][CH2:8][CH2:7]1. The catalyst class is: 27. (3) Reactant: [C:1]1([CH2:7][CH2:8][N:9]2[CH2:14][CH2:13][C:12]3([NH:19][C:18](=[O:20])[C:17]4[CH:21]=[C:22](/[CH:25]=[CH:26]/[C:27](O)=[O:28])[CH:23]=[CH:24][C:16]=4[O:15]3)[CH2:11][CH2:10]2)[CH:6]=[CH:5][CH:4]=[CH:3][CH:2]=1.C(Cl)C[Cl:32].C1C=CC2[N:42]([OH:43])N=NC=2C=1.NOC1CCCCO1. Product: [ClH:32].[C:1]1([CH2:7][CH2:8][N:9]2[CH2:10][CH2:11][C:12]3([NH:19][C:27](=[O:28])[C:26]4[CH:25]=[C:22](/[CH:21]=[CH:17]/[C:18]([NH:42][OH:43])=[O:20])[CH:23]=[CH:24][C:16]=4[O:15]3)[CH2:13][CH2:14]2)[CH:2]=[CH:3][CH:4]=[CH:5][CH:6]=1. The catalyst class is: 2.